Predict the reactants needed to synthesize the given product. From a dataset of Full USPTO retrosynthesis dataset with 1.9M reactions from patents (1976-2016). (1) Given the product [Br:1][C:2]1[CH:7]=[CH:6][C:5]([Cl:8])=[C:4]([O:9][CH2:15][CH:14]([F:21])[F:13])[C:3]=1[F:10], predict the reactants needed to synthesize it. The reactants are: [Br:1][C:2]1[C:3]([F:10])=[C:4]([OH:9])[C:5]([Cl:8])=[CH:6][CH:7]=1.[H-].[Na+].[F:13][CH:14]([F:21])[CH2:15]OS(C)(=O)=O. (2) Given the product [CH3:1][CH2:2][CH2:3][CH2:4][CH2:5]/[CH:6]=[CH:7]\[CH2:8]/[CH:9]=[CH:10]\[CH2:11][CH2:12][CH2:13][CH2:14][CH2:15][CH2:16][CH2:17][C:1](=[O:20])[CH2:2][CH2:3][CH2:4][CH2:5][CH2:6][CH2:7][CH2:8]/[CH:9]=[CH:10]\[CH2:11]/[CH:12]=[CH:13]\[CH2:14][CH2:15][CH2:16][CH2:17][CH3:18], predict the reactants needed to synthesize it. The reactants are: [C:1]([O:20]C)(=O)[CH2:2][CH2:3][CH2:4][CH2:5][CH2:6][CH2:7][CH2:8]/[CH:9]=[CH:10]\[CH2:11]/[CH:12]=[CH:13]\[CH2:14][CH2:15][CH2:16][CH2:17][CH3:18].[H-].[Na+].[OH-].[Na+]. (3) Given the product [Br:1][CH2:2][C:3]([N:8]([CH2:6][CH3:7])[CH2:9][CH2:10][OH:11])=[O:4], predict the reactants needed to synthesize it. The reactants are: [Br:1][CH2:2][C:3](Br)=[O:4].[CH2:6]([NH:8][CH2:9][CH2:10][OH:11])[CH3:7].C(C1C=CC(S(NC2C=CC(C)=CC=2)(=O)=O)=CC=1)(C)(C)C. (4) Given the product [CH3:13][S:14][C:4]1[CH:5]=[CH:6][C:7]([N+:10]([O-:12])=[O:11])=[N:8][CH:9]=1, predict the reactants needed to synthesize it. The reactants are: CO.Cl[C:4]1[CH:5]=[CH:6][C:7]([N+:10]([O-:12])=[O:11])=[N:8][CH:9]=1.[CH3:13][S-:14].[Na+]. (5) Given the product [CH3:37][N:32]([C:27]1[CH:28]=[CH:29][CH:30]=[CH:31][C:26]=1[C:25]1[N:19]2[C:20]([CH:21]=[N:22][C:17]([NH:13][C:10]3[CH:9]=[CH:8][C:7]([N:1]4[CH2:6][CH2:5][O:4][CH2:3][CH2:2]4)=[CH:12][N:11]=3)=[N:18]2)=[CH:23][CH:24]=1)[S:33]([CH3:36])(=[O:34])=[O:35], predict the reactants needed to synthesize it. The reactants are: [N:1]1([C:7]2[CH:8]=[CH:9][C:10]([NH2:13])=[N:11][CH:12]=2)[CH2:6][CH2:5][O:4][CH2:3][CH2:2]1.CS([C:17]1[N:22]=[CH:21][C:20]2=[CH:23][CH:24]=[C:25]([C:26]3[CH:31]=[CH:30][CH:29]=[CH:28][C:27]=3[N:32]([CH3:37])[S:33]([CH3:36])(=[O:35])=[O:34])[N:19]2[N:18]=1)=O.[F-].[Cs+].C(N(CC)C(C)C)(C)C.